From a dataset of Drug-target binding data from BindingDB using Ki measurements. Regression. Given a target protein amino acid sequence and a drug SMILES string, predict the binding affinity score between them. We predict pKi (pKi = -log10(Ki in M); higher means stronger inhibition). Dataset: bindingdb_ki. (1) The drug is CC[C@H](C)[C@H](NC(=O)[C@H](CCCNC(=N)N)NC(=O)[C@H](CCCNC(=N)N)NC(=O)[C@H](CC(C)C)NC(=O)[C@H](Cc1ccccc1)NC(=O)CNC(=O)CNC(=O)[C@@H](N)Cc1ccc(O)cc1)C(=O)N[C@@H](CCCNC(=N)N)C(=O)N1CCC[C@H]1C(=O)N[C@@H](CCCCN)C(=O)N[C@@H](CC(C)C)C(=O)N[C@@H](CCCCN)C(=O)O. The target protein sequence is MDSPIQIFRGEPGPTCAPSACLPPNSSAWFPGWAEPDSNGSAGSEDAQLEPAHISPAIPVIITAVYSVVFVVGLVGNSLVMFVIIRYTKMKTATNIYIFNLALADALVTTTMPFQSTVYLMNSWPFGDVLCKIVISIDYYNMFTSIFTLTMMSVDRYIAVCHPVKALDFRTPLKAKIINICIWLLSSSVGISAIVLGGTKVREDVDVIECSLQFPDDDYSWWDLFMKICVFIFAFVIPVLIIIVCYTLMILRLKSVRLLSGSREKDRNLRRITRLVLVVVAVFVVCWTPIHIFILVEALGSTSHSTAALSSFYFCIALGYTNSSLNPILYAFLDENFKRCFRDFCFPLKMRMERQSTSRVRNTVQDPAYLRDIDGMNKPV. The pKi is 7.7. (2) The small molecule is CC[C@@H](C)[C@@H]1NC(=O)[C@@H]2CCCN2C(=O)[C@H](Cc2ccccc2)N(C)C(=O)[C@H](Cc2ccccc2)NC(=O)[C@H](C(C)C)N(C)C(=O)[C@@H]([C@H](C)CC)OC(=O)[C@H](C(C)(C)O)N(C)C(=O)[C@H](CC(C)C)NC(=O)[C@H](C(C)C)N(C)C1=O. The target protein (P36107) has sequence MANPFSRWFLSERPPNCHVADLETSLDPHQTLLKVQKYKPALSDWVHYIFLGSIMLFVFITNPAPWIFKILFYCFLGTLFIIPATSQFFFNALPILTWVALYFTSSYFPDDRRPPITVKVLPAVETILYGDNLSDILATSTNSFLDILAWLPYGLFHFGAPFVVAAILFVFGPPTVLQGYAFAFGYMNLFGVIMQNVFPAAPPWYKILYGLQSANYDMHGSPGGLARIDKLLGINMYTTAFSNSSVIFGAFPSLHSGCATMEALFFCYCFPKLKPLFIAYVCWLWWSTMYLTHHYFVDLMAGSVLSYVIFQYTKYTHLPIVDTSLFCRWSYTSIEKYDISKSDPLAADSNDIESVPLSNLELDFDLNMTDEPSVSPSLFDGSTSVSRSSATSITSLGVKRA. The pKi is 9.5. (3) The drug is CC(C)C[C@H](NC(=O)c1ccc(C(C)(C)C)cc1)C(=O)N1NC[C@@H]2[C@H]1C(=O)CN2C(=O)c1ccccc1. The target protein (P36400) has sequence MATSRAALCAVAVVCVVLAAACAPARAIHVGTPAAALFEEFKRTYGRAYETLAEEQQRLANFERNLELMREHQARNPHAQFGITKFFDLSEAEFAARYLNGAAYFAAAKRHAAQHYRKARADLSAVPDAVDWREKGAVTPVKDQGACGSCWAFSAVGNIEGQWYLAGHELVSLSEQQLVSCDDMNDGCDGGLMLQAFDWLLQNTNGHLHTEDSYPYVSGNGYVPECSNSSELVVGAQIDGHVLIGSSEKAMAAWLAKNGPIAIALDASSFMSYKSGVLTACIGKQLNHGVLLVGYDMTGEVPYWVIKNSWGGDWGEQGYVRVVMGVNACLLSEYPVSAHVRESAAPGTSTSSETPAPRPVMVEQVICFDKNCTQGCRKTLIKANECHKNGGGGASMIKCSPQKVTMCTYSNEFCVGGGLCFETPDGKCAPYFLGSIMNTCHYT. The pKi is 7.3. (4) The small molecule is O=c1cccc2n1C[C@H]1CNC[C@H]2C1. The target protein (P60615) has sequence MKTLLLTLVVVTIVCLDLGYTIVCHTTATSPISAVTCPPGENLCYRKMWCDAFCSSRGKVVELGCAATCPSKKPYEEVTCCSTDKCNPHPKQRPG. The pKi is 5.7. (5) The drug is O=C(O)CCc1cc(C(=O)c2ccc(OC3CCCC3)cc2O)ccc1OCc1ccc2c(O)noc2c1. The target protein (P35503) has sequence MATGLQVPLPWLATGLLLLLSVQPWAESGKVLVVPIDGSHWLSMREVLRELHARGHQAVVLTPEVNMHIKEENFFTLTTYAISWTQDEFDRHVLGHTQLYFETEHFLKKFFRSMAMLNNMSLVYHRSCVELLHNEALIRHLNATSFDVVLTDPVNLCAAVLAKYLSIPTVFFLRNIPCDLDFKGTQCPNPSSYIPRLLTTNSDHMTFMQRVKNMLYPLALSYICHAFSAPYASLASELFQREVSVVDILSHASVWLFRGDFVMDYPRPIMPNMVFIGGINCANRKPLSQEFEAYINASGEHGIVVFSLGSMVSEIPEKKAMAIADALGKIPQTVLWRYTGTRPSNLANNTILVKWLPQNDLLGHPMTRAFITHAGSHGVYESICNGVPMVMMPLFGDQMDNAKRMETKGAGVTLNVLEMTSEDLENALKAVINDKSYKENIMRLSSLHKDRPVEPLDLAVFWVEFVMRHKGAPHLRPAAHDLTWYQYHSLDVIGFLLAVV.... The pKi is 5.6. (6) The drug is O=C(NO)[C@H](O)[C@H](O)CO. The target protein (Q9Z5X1) has sequence MPLLDSFTVDHTRMNAPAVRVAKTMQTPKGDTITVFDLRFTAPNKDILSEKGIHTLEHLYAGFMRNHLNGDSVEIIDISPMGCRTGFYMSLIGTPSEQQVADAWIAAMEDVLKVENQNKIPELNEYQCGTAAMHSLDEAKQIAKNILEVGVAVNKNDELALPESMLRELRID. The pKi is 3.3. (7) The drug is CN(CCCN1c2ccccc2CCc2ccccc21)CC(=O)c1ccc(Cl)cc1. The target is MLLARMKPQVQPELGGADQ. The pKi is 8.6. (8) The compound is Oc1cc2c(cc1O)C1c3ccccc3CNC1CC2. The target protein (P30729) has sequence MGNSSATGDGGLLAGRGPESLGTGTGLGGAGAAALVGGVLLIGMVLAGNSLVCVSVASERILQTPTNYFIVSLAAADLLLAVLVLPLFVYSEVQGGVWLLSPRLCDTLMAMDVMLCTASIFNLCAISVDRFVAVTVPLRYNQQGQCQLLLIAATWLLSAAVAAPVVCGLNDVPGRDPTVCCLEDRDYVVYSSICSFFLPCPLMLLLYWATFRGLRRWEAARHTKLHSRAPRRPSGPGPPVSDPTQGPLFSDCPPPSPSLRTSPTVSSRPESDLSQSPCSPGCLLPDAALAQPPAPSSRRKRGAKITGRERKAMRVLPVVVGAFLMCWTPFFVVHITRALCPACFVSPRLVSAVTWLGYVNSALNPIIYTIFNAEFRSVFRKTLRLRC. The pKi is 7.9.